From a dataset of Reaction yield outcomes from USPTO patents with 853,638 reactions. Predict the reaction yield, written as a fraction of the theoretical maximum amount of product (1.0 means a 100% yield; for example, 0.34 means a 34% yield). The reactants are C(N(C(C)C)C(C)C)C.C(P1(=O)OP(CCC)(=O)OP(CCC)(=O)O1)CC.[F:28][C:29]1[C:34]([O:35][CH3:36])=[CH:33][CH:32]=[CH:31][C:30]=1[C:37]1[CH:41]=[C:40]([CH2:42][CH2:43][C@@:44]([CH3:52])([S:48]([CH3:51])(=[O:50])=[O:49])[C:45](O)=[O:46])[O:39][N:38]=1.[O:53]1[CH2:58][CH2:57][CH2:56][CH2:55][CH:54]1[O:59][NH2:60]. The catalyst is CN(C1C=CN=CC=1)C.C(OCC)(=O)C.O. The product is [F:28][C:29]1[C:34]([O:35][CH3:36])=[CH:33][CH:32]=[CH:31][C:30]=1[C:37]1[CH:41]=[C:40]([CH2:42][CH2:43][C@@:44]([CH3:52])([S:48]([CH3:51])(=[O:49])=[O:50])[C:45]([NH:60][O:59][CH:54]2[CH2:55][CH2:56][CH2:57][CH2:58][O:53]2)=[O:46])[O:39][N:38]=1. The yield is 0.420.